This data is from B-cell epitopes from IEDB database with 3,159 antigens for binding position prediction. The task is: Token-level Classification. Given an antigen amino acid sequence, predict which amino acid positions are active epitope sites capable of antibody binding. Output is a list of indices for active positions. (1) The epitope positions are: [132, 133, 134, 135, 136, 137, 138, 139, 140, 141, 142]. The amino acids at these positions are: DPRVRGLYLPA. Given the antigen sequence: MGGPSSKPRQGMGTNLSVPNPLGFFPGHQLDPAFGANSNNPDWDFNPNKDQWPAANQVGVGSFGPGFTPPHGNLLGWSPQAQGILTTVPAAPPPASTNRQSGRQPTPISPPLRDSHPQAIQWNSXTFHQALPDPRVRGLYLPAGGSSSGTVNPVPTTASPISSIFSRTGDPAPKMESTTSGFLGPLLVLQAGFFLLTRILTIPQSLDSWWTSLNFLGGAPKCPGQNLQSPTSNHSPTSCPPICPGYRWMCLRRFIIFLFILLLCLIFLLVLLDYQGMLPVCPLLPGTSTTSTGPCKTCTIPAQGTSMFPSCCCTKPSDGNCTCIPIPSSWAFARFLWEWASVRFSWLSLLVPFVQWFVGLSPTVWLSVIWMMWYWGPSLXNILNPFLPLLPIFFXLWVYI, which amino acid positions are active epitope sites? (2) Given the antigen sequence: CSAKEEKKWVTVYYGVPVWKEATTTLFCASDAKAYDTEVHNVWATHACVPTDPNPQEVVLEKVTENFNMWKNNMVEQMHEDIISLWDESLKPCVKLTPLCVTLNCTNLKKNDMKRNDTNATNINWGKMEEGEIKNCSFNVTTRRGNKMQKEYAFFYKLDVVPMNDDNTSYTLINCNTSVITQACPKVSFEPIPIHYCTPAGFAILKCNDKEFNGTGPCTNVSTVQCTHGIRPVVSTQLLLNGSLAEGDVVIRSENFTNNVKTIIVQLNESVEISCIRPNNNTRKSIHLGPGKAFYTTGEIIGDIRQAHCNISSGNWTNTLRQIVEKLKEQFGNKTIVFNQSSGGDPEIVMHNFNCGGEFFYCDSTQLFNSTWNNTEEPSTNEDTIILPCRIKQIINRWQGVGKAMYAPPISGQISCLSKITGLLLTRDGGNKNGTENGTETFRPGGGDMRDNWRSELYRYKVVKIEPLGVAPTKAKRRVVQREKRAVGTIGAMFLGFLGA..., which amino acid positions are active epitope sites? The epitope positions are: [640, 641, 642, 643, 644, 645, 646, 647, 648, 649, 650, 651]. The amino acids at these positions are: WASLWNWFDITN.